Dataset: Forward reaction prediction with 1.9M reactions from USPTO patents (1976-2016). Task: Predict the product of the given reaction. (1) Given the reactants [C:1]([O:5][CH:6]([C:11]1[C:16]([CH3:17])=[CH:15][CH:14]=[C:13]([CH:18]([CH3:20])[CH3:19])[C:12]=1[C:21]1[CH:22]=[CH:23][C:24]2[O:29][CH2:28][CH2:27][CH2:26][C:25]=2[CH:30]=1)[C:7]([O:9]C)=[O:8])([CH3:4])([CH3:3])[CH3:2].C(OC(C1C(C)=CC=C(C2CC2)C=1C1C=CC2OCCCC=2C=1)C(OC)=O)(C)(C)C, predict the reaction product. The product is: [C:1]([O:5][CH:6]([C:11]1[C:16]([CH3:17])=[CH:15][CH:14]=[C:13]([CH:18]([CH3:20])[CH3:19])[C:12]=1[C:21]1[CH:22]=[CH:23][C:24]2[O:29][CH2:28][CH2:27][CH2:26][C:25]=2[CH:30]=1)[C:7]([OH:9])=[O:8])([CH3:3])([CH3:4])[CH3:2]. (2) The product is: [NH2:1][C:2]1[N:3]=[C:4]([C:13]2[O:14][C:15]([CH3:18])=[CH:16][CH:17]=2)[C:5]([C:11]#[N:12])=[C:6]([NH:28][CH2:27][CH2:26][NH:25][C:19]2[CH:24]=[CH:23][CH:22]=[CH:21][CH:20]=2)[N:7]=1. Given the reactants [NH2:1][C:2]1[N:7]=[C:6](S(C)=O)[C:5]([C:11]#[N:12])=[C:4]([C:13]2[O:14][C:15]([CH3:18])=[CH:16][CH:17]=2)[N:3]=1.[C:19]1([NH:25][CH2:26][CH2:27][NH2:28])[CH:24]=[CH:23][CH:22]=[CH:21][CH:20]=1, predict the reaction product.